This data is from Catalyst prediction with 721,799 reactions and 888 catalyst types from USPTO. The task is: Predict which catalyst facilitates the given reaction. (1) Reactant: [CH3:1][C:2]1[CH:7]=[CH:6][C:5](OS(C(F)(F)F)(=O)=O)=[C:4]([N+:16]([O-:18])=[O:17])[CH:3]=1.[SH:19][C:20]1[CH:28]=[CH:27][C:23]([C:24]([OH:26])=[O:25])=[CH:22][CH:21]=1.O.C(O)(=O)C. Product: [CH3:1][C:2]1[CH:7]=[CH:6][C:5]([S:19][C:20]2[CH:28]=[CH:27][C:23]([C:24]([OH:26])=[O:25])=[CH:22][CH:21]=2)=[C:4]([N+:16]([O-:18])=[O:17])[CH:3]=1. The catalyst class is: 8. (2) Reactant: [CH3:1][C:2]1[CH:7]=[CH:6][N:5]=[C:4]([N:8]2[CH2:13][CH2:12][N:11]([S:14]([CH3:17])(=[O:16])=[O:15])[CH2:10][CH2:9]2)[CH:3]=1.C[Si]([N-][Si](C)(C)C)(C)C.[Li+].[P:28](Cl)([O:33][CH2:34][CH3:35])([O:30][CH2:31][CH3:32])=[O:29].[Cl-].[NH4+]. Product: [CH2:31]([O:30][P:28]([CH2:17][S:14]([N:11]1[CH2:12][CH2:13][N:8]([C:4]2[CH:3]=[C:2]([CH3:1])[CH:7]=[CH:6][N:5]=2)[CH2:9][CH2:10]1)(=[O:16])=[O:15])([O:33][CH2:34][CH3:35])=[O:29])[CH3:32]. The catalyst class is: 1. (3) Reactant: [Cl:1][C:2]1[CH:3]=[C:4]([C:9]2([C:22]([F:25])([F:24])[F:23])[O:13][N:12]=[C:11]([C:14]3[CH:15]=[CH:16][C:17]([CH3:21])=[C:18]([CH:20]=3)[NH2:19])[CH2:10]2)[CH:5]=[C:6]([Cl:8])[CH:7]=1.[CH3:26][N:27]([CH3:31])[C:28](Cl)=[O:29].C(N(CC)CC)C.C(=O)([O-])O.[Na+]. Product: [Cl:1][C:2]1[CH:3]=[C:4]([C:9]2([C:22]([F:23])([F:25])[F:24])[O:13][N:12]=[C:11]([C:14]3[CH:15]=[CH:16][C:17]([CH3:21])=[C:18]([NH:19][C:28](=[O:29])[N:27]([CH3:31])[CH3:26])[CH:20]=3)[CH2:10]2)[CH:5]=[C:6]([Cl:8])[CH:7]=1. The catalyst class is: 7. (4) Reactant: [Cl:1][C:2]1[CH:3]=[C:4]([C:8]2[N:13]=[C:12]3[CH2:14][CH2:15][CH2:16][C:11]3=[C:10]([NH:17][C:18]3[CH:30]=[CH:29][C:21]([O:22][CH:23]([CH3:28])[C:24](OC)=[O:25])=[CH:20][CH:19]=3)[CH:9]=2)[CH:5]=[CH:6][CH:7]=1.CC(C[AlH]CC(C)C)C. Product: [ClH:1].[Cl:1][C:2]1[CH:3]=[C:4]([C:8]2[N:13]=[C:12]3[CH2:14][CH2:15][CH2:16][C:11]3=[C:10]([NH:17][C:18]3[CH:19]=[CH:20][C:21]([O:22][CH:23]([CH3:28])[CH2:24][OH:25])=[CH:29][CH:30]=3)[CH:9]=2)[CH:5]=[CH:6][CH:7]=1. The catalyst class is: 4. (5) Reactant: [I:1][C:2]1[CH:3]=[C:4]([OH:8])[CH:5]=[CH:6][CH:7]=1.[Cl-].[Mg+2].[Cl-].C(N(CC)CC)C.[CH2:19]=[O:20]. Product: [OH:8][C:4]1[CH:3]=[C:2]([I:1])[CH:7]=[CH:6][C:5]=1[CH:19]=[O:20]. The catalyst class is: 10. (6) Reactant: [CH2:1]([N:3]([CH3:15])[C:4]1[CH:5]=[C:6]2[C:11](=[CH:12][CH:13]=1)[C:10](=[O:14])[NH:9][CH2:8][CH2:7]2)[CH3:2].[Br:16][C:17]1[CH:27]=[CH:26][CH:25]=[C:24](Br)[C:18]=1[CH2:19][O:20][C:21](=[O:23])[CH3:22].C(=O)([O-])[O-].[K+].[K+].CS(C)=O. Product: [Br:16][C:17]1[CH:27]=[CH:26][CH:25]=[C:24]([N:9]2[CH2:8][CH2:7][C:6]3[C:11](=[CH:12][CH:13]=[C:4]([N:3]([CH2:1][CH3:2])[CH3:15])[CH:5]=3)[C:10]2=[O:14])[C:18]=1[CH2:19][O:20][C:21](=[O:23])[CH3:22]. The catalyst class is: 84. (7) Reactant: Cl[C:2]1[C:7]([C:8]2[CH:13]=[CH:12][CH:11]=[CH:10][CH:9]=2)=[CH:6][C:5]([N+:14]([O-])=O)=[CH:4][N:3]=1.CC([O-])=O.[K+]. The catalyst class is: 29. Product: [C:8]1([C:7]2[CH:6]=[C:5]([NH2:14])[CH:4]=[N:3][CH:2]=2)[CH:9]=[CH:10][CH:11]=[CH:12][CH:13]=1.